Dataset: Catalyst prediction with 721,799 reactions and 888 catalyst types from USPTO. Task: Predict which catalyst facilitates the given reaction. (1) Reactant: CN1CCOCC1.ClC(OCC)=O.[C:14]([O:18][C:19]([NH:21][C@H:22]([C:34](O)=[O:35])[CH2:23][CH2:24][CH2:25][NH:26][C:27]([O:29][C:30]([CH3:33])([CH3:32])[CH3:31])=[O:28])=[O:20])([CH3:17])([CH3:16])[CH3:15].[H-].[Al+3].[Li+].[H-].[H-].[H-].[OH-].[Na+]. Product: [C:14]([O:18][C:19](=[O:20])[NH:21][C@H:22]([CH2:34][OH:35])[CH2:23][CH2:24][CH2:25][NH:26][C:27]([O:29][C:30]([CH3:33])([CH3:32])[CH3:31])=[O:28])([CH3:15])([CH3:17])[CH3:16]. The catalyst class is: 30. (2) Product: [F:28][C:27]([F:30])([F:29])[C:25]([OH:31])=[O:26].[NH2:16][C@H:10]1[CH2:11][CH2:12][CH2:13][CH2:14][CH2:15][N:8]([CH2:1][C:2]2[CH:7]=[CH:6][CH:5]=[CH:4][CH:3]=2)[C:9]1=[O:24]. The catalyst class is: 2. Reactant: [CH2:1]([N:8]1[CH2:15][CH2:14][CH2:13][CH2:12][CH2:11][C@H:10]([NH:16]C(=O)OC(C)(C)C)[C:9]1=[O:24])[C:2]1[CH:7]=[CH:6][CH:5]=[CH:4][CH:3]=1.[C:25]([OH:31])([C:27]([F:30])([F:29])[F:28])=[O:26]. (3) Reactant: [Cl:1][C:2]1[CH:29]=[CH:28][C:5]([CH2:6][NH:7][C:8]([C:10]2[C:11](=[O:27])[C:12]3[C:13]4[N:14]([CH:26]=2)[CH2:15][C:16](=[O:25])[N:17]([CH3:24])[C:18]=4[CH:19]=[C:20]([CH2:22]Cl)[CH:21]=3)=[O:9])=[CH:4][CH:3]=1.[CH3:30][O:31][C:32]1[CH:33]=[C:34]([CH:38]([OH:42])[CH2:39][NH:40][CH3:41])[CH:35]=[CH:36][CH:37]=1.CN(C=O)C.C(N(C(C)C)CC)(C)C. Product: [Cl:1][C:2]1[CH:29]=[CH:28][C:5]([CH2:6][NH:7][C:8]([C:10]2[C:11](=[O:27])[C:12]3[C:13]4[N:14]([CH:26]=2)[CH2:15][C:16](=[O:25])[N:17]([CH3:24])[C:18]=4[CH:19]=[C:20]([CH2:22][N:40]([CH2:39][CH:38]([OH:42])[C:34]2[CH:35]=[CH:36][CH:37]=[C:32]([O:31][CH3:30])[CH:33]=2)[CH3:41])[CH:21]=3)=[O:9])=[CH:4][CH:3]=1. The catalyst class is: 13. (4) Reactant: [NH2:1][C:2]([C:4]1[N:5]=[C:6]([C:9]2[CH:10]=[C:11]3[C:16](=[CH:17][CH:18]=2)[C:15](=[O:19])[N:14]([CH2:20][CH:21]([CH3:23])[CH3:22])[C:13]([CH2:24][NH:25][C:26](=[O:32])[O:27][C:28]([CH3:31])([CH3:30])[CH3:29])=[C:12]3[O:33][CH2:34][CH2:35][CH2:36][CH3:37])[S:7][CH:8]=1)=O.N1C(Cl)=NC(Cl)=NC=1Cl.CN(C)C=O. Product: [CH2:34]([O:33][C:12]1[C:11]2[C:16](=[CH:17][CH:18]=[C:9]([C:6]3[S:7][CH:8]=[C:4]([C:2]#[N:1])[N:5]=3)[CH:10]=2)[C:15](=[O:19])[N:14]([CH2:20][CH:21]([CH3:22])[CH3:23])[C:13]=1[CH2:24][NH:25][C:26](=[O:32])[O:27][C:28]([CH3:30])([CH3:29])[CH3:31])[CH2:35][CH2:36][CH3:37]. The catalyst class is: 6. (5) Reactant: [Cl:1][C:2]1[CH:7]=[CH:6][C:5]([O:8][C:9](=[O:23])[N:10]([C@H:12]2[CH2:17][CH2:16][C@H:15]([CH2:18][S:19][CH2:20][CH2:21]Cl)[CH2:14][CH2:13]2)[CH3:11])=[CH:4][CH:3]=1.[Na+].[I-].[CH2:26]([NH:28][CH2:29][CH2:30][OH:31])[CH3:27]. Product: [Cl:1][C:2]1[CH:7]=[CH:6][C:5]([O:8][C:9](=[O:23])[N:10]([C@H:12]2[CH2:17][CH2:16][C@H:15]([CH2:18][S:19][CH2:20][CH2:21][N:28]([CH2:26][CH3:27])[CH2:29][CH2:30][OH:31])[CH2:14][CH2:13]2)[CH3:11])=[CH:4][CH:3]=1. The catalyst class is: 44. (6) Reactant: [NH2:1][C:2]1[CH:7]=[CH:6][C:5]([Cl:8])=[CH:4][C:3]=1[CH2:9][OH:10].[Br:11][CH2:12][C:13](Br)=[O:14].C(=O)([O-])[O-].[Na+].[Na+]. Product: [Br:11][CH2:12][C:13]([NH:1][C:2]1[CH:7]=[CH:6][C:5]([Cl:8])=[CH:4][C:3]=1[CH2:9][OH:10])=[O:14]. The catalyst class is: 4.